Dataset: HIV replication inhibition screening data with 41,000+ compounds from the AIDS Antiviral Screen. Task: Binary Classification. Given a drug SMILES string, predict its activity (active/inactive) in a high-throughput screening assay against a specified biological target. The drug is Cc1ccc(-c2cc(-c3ccco3)c(C#N)c(O)n2)cc1. The result is 0 (inactive).